This data is from Forward reaction prediction with 1.9M reactions from USPTO patents (1976-2016). The task is: Predict the product of the given reaction. Given the reactants [Cl:1][C:2]1[N:3]=[C:4]2[C:10](I)=[CH:9][N:8](S(C3C=CC(C)=CC=3)(=O)=O)[C:5]2=[N:6][CH:7]=1.[Br:22][C:23]1[CH:24]=[C:25](B(O)O)[CH:26]=[CH:27][CH:28]=1.C(=O)([O-])[O-].[K+].[K+].C1(C)C=CC=CC=1.C(O)C, predict the reaction product. The product is: [Br:22][C:23]1[CH:28]=[C:27]([C:10]2[C:4]3[C:5](=[N:6][CH:7]=[C:2]([Cl:1])[N:3]=3)[NH:8][CH:9]=2)[CH:26]=[CH:25][CH:24]=1.